This data is from Full USPTO retrosynthesis dataset with 1.9M reactions from patents (1976-2016). The task is: Predict the reactants needed to synthesize the given product. (1) Given the product [CH3:17][C:18]([S@:21]([NH:23][CH:14]([C:4]1[CH:5]=[N:6][C:7]([CH2:8][CH2:9][C:10]([F:13])([F:12])[F:11])=[C:2]([CH3:1])[CH:3]=1)[CH3:15])=[O:22])([CH3:20])[CH3:19], predict the reactants needed to synthesize it. The reactants are: [CH3:1][C:2]1[CH:3]=[C:4]([C:14](=O)[CH3:15])[CH:5]=[N:6][C:7]=1[CH2:8][CH2:9][C:10]([F:13])([F:12])[F:11].[CH3:17][C:18]([S@:21]([NH2:23])=[O:22])([CH3:20])[CH3:19]. (2) Given the product [Cl:8][C:4]1[CH:5]=[CH:6][CH:7]=[C:2]([Cl:1])[C:3]=1[CH:9]1[C:14]([C:15]([O:17][CH3:18])=[O:16])=[C:13]([CH2:19][CH2:20][C:21]2[S:22][CH:23]=[CH:24][N:25]=2)[NH:12][C:11]([CH2:26][C:27]([OH:29])=[O:28])=[C:10]1[C:32]([O:34][CH2:35][CH3:36])=[O:33], predict the reactants needed to synthesize it. The reactants are: [Cl:1][C:2]1[CH:7]=[CH:6][CH:5]=[C:4]([Cl:8])[C:3]=1[CH:9]1[C:14]([C:15]([O:17][CH3:18])=[O:16])=[C:13]([CH2:19][CH2:20][C:21]2[S:22][CH:23]=[CH:24][N:25]=2)[NH:12][C:11]([CH2:26][C:27]([O:29]CC)=[O:28])=[C:10]1[C:32]([O:34][CH2:35][CH3:36])=[O:33].O.CCOCC. (3) Given the product [CH2:74]([O:73][C:67]1[CH:68]=[C:69]([F:72])[CH:70]=[CH:71][C:66]=1[C:8]1[CH:7]=[CH:6][C:5]2[C:10](=[CH:11][CH:12]=[C:3]([O:2][CH3:1])[CH:4]=2)[C:9]=1[C:13]([C:14]1[CH:19]=[CH:18][C:17]([O:20][CH2:21][CH2:22][N:23]2[CH2:28][CH2:27][CH2:26][CH2:25][CH2:24]2)=[CH:16][CH:15]=1)=[O:29])[C:75]1[CH:80]=[CH:79][CH:78]=[CH:77][CH:76]=1, predict the reactants needed to synthesize it. The reactants are: [CH3:1][O:2][C:3]1[CH:4]=[C:5]2[C:10](=[CH:11][CH:12]=1)[C:9]([C:13](=[O:29])[C:14]1[CH:19]=[CH:18][C:17]([O:20][CH2:21][CH2:22][N:23]3[CH2:28][CH2:27][CH2:26][CH2:25][CH2:24]3)=[CH:16][CH:15]=1)=[C:8](OS(C(F)(F)F)(=O)=O)[CH:7]=[CH:6]2.B#B.C([O-])(=O)C.C1(P(C2CCCCC2)C2CCCCC2)CCCCC1.[F-].[Cs+].Br[C:66]1[CH:71]=[CH:70][C:69]([F:72])=[CH:68][C:67]=1[O:73][CH2:74][C:75]1[CH:80]=[CH:79][CH:78]=[CH:77][CH:76]=1. (4) Given the product [Cl:15][C:12]1[CH:13]=[CH:14][C:9]([C:3]2([C:6]([O:8][CH3:21])=[O:7])[CH2:4][CH2:5][CH2:2]2)=[CH:10][CH:11]=1, predict the reactants needed to synthesize it. The reactants are: C[CH:2]1[CH2:5][CH2:4][C:3]1([C:9]1[CH:14]=[CH:13][C:12]([Cl:15])=[CH:11][CH:10]=1)[C:6]([OH:8])=[O:7].S(=O)(=O)(O)O.[C:21](=O)([O-])[O-].[Na+].[Na+].